Dataset: Full USPTO retrosynthesis dataset with 1.9M reactions from patents (1976-2016). Task: Predict the reactants needed to synthesize the given product. (1) Given the product [CH3:10][Si:9]([C:7]#[C:8][C:2]1[CH:3]=[N:4][NH:5][CH:6]=1)([CH3:12])[CH3:11], predict the reactants needed to synthesize it. The reactants are: I[C:2]1[CH:3]=[N:4][NH:5][CH:6]=1.[C:7]([Si:9]([CH3:12])([CH3:11])[CH3:10])#[CH:8].C(NCC)C. (2) The reactants are: [C:1](#[N:3])[CH3:2].C([Li])CCC.[Cl:9][CH2:10][C:11]1[CH:16]=[CH:15][C:14]([CH2:17]Cl)=[CH:13][CH:12]=1. Given the product [Cl:9][CH2:10][C:11]1[CH:16]=[CH:15][C:14]([CH2:17][CH2:2][C:1]#[N:3])=[CH:13][CH:12]=1, predict the reactants needed to synthesize it. (3) Given the product [N:15]1([C:2]2[CH:11]=[CH:10][C:5]([C:6]([O:8][CH3:9])=[O:7])=[CH:4][C:3]=2[N+:12]([O-:14])=[O:13])[CH2:20][CH2:19][O:18][CH2:17][C:16]1=[O:21], predict the reactants needed to synthesize it. The reactants are: Br[C:2]1[CH:11]=[CH:10][C:5]([C:6]([O:8][CH3:9])=[O:7])=[CH:4][C:3]=1[N+:12]([O-:14])=[O:13].[NH:15]1[CH2:20][CH2:19][O:18][CH2:17][C:16]1=[O:21].CC1(C)C2C(=C(P(C3C=CC=CC=3)C3C=CC=CC=3)C=CC=2)OC2C(P(C3C=CC=CC=3)C3C=CC=CC=3)=CC=CC1=2.C(=O)([O-])[O-].[Cs+].[Cs+]. (4) Given the product [CH:25]1([N:18]([CH:19]2[CH2:24][CH2:23][CH2:22][CH2:21][CH2:20]2)[C:16](=[O:17])[NH:15][C:13]2[S:14][C:10]([CH2:9][NH:8][CH2:7][C:6]([OH:31])=[O:5])=[CH:11][N:12]=2)[CH2:26][CH2:27][CH2:28][CH2:29][CH2:30]1, predict the reactants needed to synthesize it. The reactants are: C([O:5][C:6](=[O:31])[CH2:7][NH:8][CH2:9][C:10]1[S:14][C:13]([NH:15][C:16]([N:18]([CH:25]2[CH2:30][CH2:29][CH2:28][CH2:27][CH2:26]2)[CH:19]2[CH2:24][CH2:23][CH2:22][CH2:21][CH2:20]2)=[O:17])=[N:12][CH:11]=1)(C)(C)C.Cl. (5) Given the product [CH2:1]([O:8][C:9]1[C:14]([C:22]#[N:23])=[CH:13][CH:12]=[CH:11][C:10]=1[CH2:16][C:17]([O:19][CH3:20])=[O:18])[C:2]1[CH:7]=[CH:6][CH:5]=[CH:4][CH:3]=1, predict the reactants needed to synthesize it. The reactants are: [CH2:1]([O:8][C:9]1[C:14](Br)=[CH:13][CH:12]=[CH:11][C:10]=1[CH2:16][C:17]([O:19][CH3:20])=[O:18])[C:2]1[CH:7]=[CH:6][CH:5]=[CH:4][CH:3]=1.[Cu][C:22]#[N:23].Cl. (6) The reactants are: CN(C)[CH:3]=[CH:4][N+:5]([O-:7])=[O:6].C(O)(C(F)(F)F)=O.[CH2:16]([O:18][C:19]([C:21]1[CH:29]=[C:28]2[C:24]([CH:25]=[CH:26][NH:27]2)=[CH:23][CH:22]=1)=[O:20])[CH3:17]. Given the product [N+:5]([CH:4]=[CH:3][C:25]1[C:24]2[C:28](=[CH:29][C:21]([C:19]([O:18][CH2:16][CH3:17])=[O:20])=[CH:22][CH:23]=2)[NH:27][CH:26]=1)([O-:7])=[O:6], predict the reactants needed to synthesize it. (7) Given the product [Br:25][C:7]1[CH:8]=[C:9]2[C:4]3=[C:5]([CH2:22][CH2:23][CH2:24][N:3]3[CH2:2][C@@H:11]3[CH2:12][N:13]([C:15]([O:17][C:18]([CH3:20])([CH3:21])[CH3:19])=[O:16])[CH2:14][C@@H:10]23)[CH:6]=1, predict the reactants needed to synthesize it. The reactants are: O=[C:2]1[C@@H:11]2[CH2:12][N:13]([C:15]([O:17][C:18]([CH3:21])([CH3:20])[CH3:19])=[O:16])[CH2:14][C@H:10]2[C:9]2[C:4]3=[C:5]([CH2:22][CH2:23][CH2:24][N:3]13)[CH:6]=[CH:7][CH:8]=2.[Br:25]N1C(=O)CCC1=O.